Dataset: TCR-epitope binding with 47,182 pairs between 192 epitopes and 23,139 TCRs. Task: Binary Classification. Given a T-cell receptor sequence (or CDR3 region) and an epitope sequence, predict whether binding occurs between them. (1) The epitope is SQASSRSSSR. The TCR CDR3 sequence is CASTRDRTKNEQFF. Result: 0 (the TCR does not bind to the epitope). (2) The epitope is YEGNSPFHPL. The TCR CDR3 sequence is CASSSRDRGRWEQYF. Result: 0 (the TCR does not bind to the epitope). (3) The epitope is TPQDLNTML. Result: 0 (the TCR does not bind to the epitope). The TCR CDR3 sequence is CASSLLTSGGGSDTQYF. (4) The epitope is NLNESLIDL. The TCR CDR3 sequence is CASSDALIAYNEQFF. Result: 0 (the TCR does not bind to the epitope).